This data is from Peptide-MHC class I binding affinity with 185,985 pairs from IEDB/IMGT. The task is: Regression. Given a peptide amino acid sequence and an MHC pseudo amino acid sequence, predict their binding affinity value. This is MHC class I binding data. (1) The peptide sequence is YAAQGYKVL. The MHC is HLA-A02:01 with pseudo-sequence HLA-A02:01. The binding affinity (normalized) is 0.131. (2) The peptide sequence is GGKYSIDDY. The MHC is H-2-Dd with pseudo-sequence H-2-Dd. The binding affinity (normalized) is 0.108. (3) The peptide sequence is ISSTPFAEY. The MHC is HLA-A01:01 with pseudo-sequence HLA-A01:01. The binding affinity (normalized) is 0.374. (4) The peptide sequence is SETQGTEKL. The MHC is HLA-B44:02 with pseudo-sequence HLA-B44:02. The binding affinity (normalized) is 0.0847.